From a dataset of Full USPTO retrosynthesis dataset with 1.9M reactions from patents (1976-2016). Predict the reactants needed to synthesize the given product. (1) Given the product [CH3:1][O:2][C:3](=[O:38])[CH2:4][CH2:5][C:6]1[CH:11]=[CH:10][C:9]([O:12][CH2:13][CH:14]([C:16]2[N:17]=[C:18]([C:22]3[CH:27]=[CH:26][C:25]([C:40]4[N:45]=[CH:44][CH:43]=[CH:42][N:41]=4)=[CH:24][CH:23]=3)[S:19][C:20]=2[CH3:21])[CH3:15])=[CH:8][C:7]=1[CH3:37], predict the reactants needed to synthesize it. The reactants are: [CH3:1][O:2][C:3](=[O:38])[CH2:4][CH2:5][C:6]1[CH:11]=[CH:10][C:9]([O:12][CH2:13][CH:14]([C:16]2[N:17]=[C:18]([C:22]3[CH:27]=[CH:26][C:25](B4OC(C)(C)C(C)(C)O4)=[CH:24][CH:23]=3)[S:19][C:20]=2[CH3:21])[CH3:15])=[CH:8][C:7]=1[CH3:37].Br[C:40]1[N:45]=[CH:44][CH:43]=[CH:42][N:41]=1.C(=O)([O-])[O-].[Na+].[Na+]. (2) The reactants are: [CH2:1]1[CH2:6][C@H:5]([C:7]([OH:9])=[O:8])[CH2:4][CH2:3][C@H:2]1[CH2:10][NH2:11].[C:12]([O:15][CH:16]([O:20][C:21](ON1C(=O)CCC1=O)=[O:22])[CH:17]([CH3:19])[CH3:18])(=[O:14])[CH3:13]. Given the product [C:12]([O:15][CH:16]([O:20][C:21]([NH:11][CH2:10][C@H:2]1[CH2:3][CH2:4][C@H:5]([C:7]([OH:9])=[O:8])[CH2:6][CH2:1]1)=[O:22])[CH:17]([CH3:19])[CH3:18])(=[O:14])[CH3:13], predict the reactants needed to synthesize it. (3) Given the product [Cl:1][C:2]1[C:3]([F:17])=[CH:4][CH:5]=[C:6]([O:13][CH:14]([F:16])[F:15])[C:7]=1[CH:8]=[O:9], predict the reactants needed to synthesize it. The reactants are: [Cl:1][C:2]1[C:7]([CH:8](OC)[O:9]C)=[C:6]([O:13][CH:14]([F:16])[F:15])[CH:5]=[CH:4][C:3]=1[F:17].